From a dataset of Catalyst prediction with 721,799 reactions and 888 catalyst types from USPTO. Predict which catalyst facilitates the given reaction. (1) Reactant: [F:1][C:2]([F:28])([F:27])[CH:3]([C:18]1[CH:23]=[C:22]([Cl:24])[C:21]([Cl:25])=[C:20]([Cl:26])[CH:19]=1)/[CH:4]=[CH:5]/[C:6]1[CH:11]=[CH:10][C:9]([CH2:12][NH2:13])=[C:8]([C:14]([F:17])([F:16])[F:15])[CH:7]=1.[N:29]1[CH:34]=[CH:33][CH:32]=[CH:31][C:30]=1[CH:35]=O.[BH4-].[Na+]. Product: [N:29]1[CH:34]=[CH:33][CH:32]=[CH:31][C:30]=1[CH2:35][NH:13][CH2:12][C:9]1[CH:10]=[CH:11][C:6](/[CH:5]=[CH:4]/[CH:3]([C:18]2[CH:19]=[C:20]([Cl:26])[C:21]([Cl:25])=[C:22]([Cl:24])[CH:23]=2)[C:2]([F:1])([F:27])[F:28])=[CH:7][C:8]=1[C:14]([F:16])([F:17])[F:15]. The catalyst class is: 5. (2) Reactant: [CH3:1][O:2][C:3]1[CH:4]=[C:5](B(O)O)[CH:6]=[CH:7][CH:8]=1.C(=O)([O-])[O-].[Na+].[Na+].[NH2:18][C:19]1[N:20]([CH3:37])[C:21](=[O:36])[C:22]2([N:35]=1)[C:31]1[C:26](=[CH:27][CH:28]=[C:29](Br)[CH:30]=1)[CH2:25][C:24]([CH3:34])([CH3:33])[CH2:23]2. Product: [NH2:18][C:19]1[N:20]([CH3:37])[C:21](=[O:36])[C:22]2([N:35]=1)[C:31]1[C:26](=[CH:27][CH:28]=[C:29]([C:5]3[CH:6]=[CH:7][CH:8]=[C:3]([O:2][CH3:1])[CH:4]=3)[CH:30]=1)[CH2:25][C:24]([CH3:33])([CH3:34])[CH2:23]2. The catalyst class is: 109. (3) Reactant: [C:1]([OH:16])(=[O:15])[CH2:2][CH2:3][CH2:4][CH2:5][CH2:6][CH2:7][CH2:8][CH2:9][CH2:10][CH2:11][CH2:12][CH2:13][CH3:14].[C:17](O)(=O)[CH2:18][CH2:19][CH2:20][CH2:21][CH2:22][CH2:23][CH2:24][CH2:25][CH2:26][CH2:27][CH2:28][CH2:29][CH2:30][CH2:31][CH3:32].P(=O)(O)(O)O.C(O)CCCCCCCCCCCCCCC. Product: [C:1]([O:16][CH2:32][CH2:31][CH2:30][CH2:29][CH2:28][CH2:27][CH2:26][CH2:25][CH2:24][CH2:23][CH2:22][CH2:21][CH2:20][CH2:19][CH2:18][CH3:17])(=[O:15])[CH2:2][CH2:3][CH2:4][CH2:5][CH2:6][CH2:7][CH2:8][CH2:9][CH2:10][CH2:11][CH2:12][CH2:13][CH3:14]. The catalyst class is: 81. (4) Reactant: [C:1]([C:3]1[CH:4]=[CH:5][C:6]([N:9]2[CH2:14][CH2:13][CH:12]([NH:15][C:16]3[C:21]([C:22]([NH2:24])=[O:23])=[CH:20][N:19]=[C:18]([NH:25][C:26]4[CH:31]=[CH:30][C:29]([C:32](=[O:41])[NH:33][CH:34]5[CH2:39][CH2:38][N:37]([CH3:40])[CH2:36][CH2:35]5)=[C:28]([N+:42]([O-])=O)[CH:27]=4)[CH:17]=3)[CH2:11][CH2:10]2)=[N:7][CH:8]=1)#[N:2].[Cl-].[NH4+].O.C(=O)([O-])O.[Na+]. Product: [NH2:42][C:28]1[CH:27]=[C:26]([NH:25][C:18]2[CH:17]=[C:16]([NH:15][CH:12]3[CH2:11][CH2:10][N:9]([C:6]4[CH:5]=[CH:4][C:3]([C:1]#[N:2])=[CH:8][N:7]=4)[CH2:14][CH2:13]3)[C:21]([C:22]([NH2:24])=[O:23])=[CH:20][N:19]=2)[CH:31]=[CH:30][C:29]=1[C:32](=[O:41])[NH:33][CH:34]1[CH2:39][CH2:38][N:37]([CH3:40])[CH2:36][CH2:35]1. The catalyst class is: 653.